Dataset: Peptide-MHC class II binding affinity with 134,281 pairs from IEDB. Task: Regression. Given a peptide amino acid sequence and an MHC pseudo amino acid sequence, predict their binding affinity value. This is MHC class II binding data. (1) The peptide sequence is VVAVGPGRWDEDGAK. The MHC is DRB1_1501 with pseudo-sequence DRB1_1501. The binding affinity (normalized) is 0. (2) The peptide sequence is KEDFLGSLVKEIPPRLLYAK. The MHC is HLA-DPA10201-DPB10501 with pseudo-sequence HLA-DPA10201-DPB10501. The binding affinity (normalized) is 0.866. (3) The peptide sequence is WQSGSGGVWREMHHL. The MHC is DRB1_0401 with pseudo-sequence DRB1_0401. The binding affinity (normalized) is 0.161. (4) The peptide sequence is QKEYMERQGKTPLGL. The MHC is DRB4_0101 with pseudo-sequence DRB4_0103. The binding affinity (normalized) is 0.360. (5) The peptide sequence is SFKVAATAANAAPAN. The MHC is DRB1_0802 with pseudo-sequence DRB1_0802. The binding affinity (normalized) is 0.541.